This data is from Full USPTO retrosynthesis dataset with 1.9M reactions from patents (1976-2016). The task is: Predict the reactants needed to synthesize the given product. (1) Given the product [Si:3]([O:10][CH:11]1[C:15]([CH3:17])([CH3:16])[CH2:14][N:13]([C:20]([O:22][CH2:23][C:24]2[CH:29]=[CH:28][CH:27]=[CH:26][CH:25]=2)=[O:21])[C:12]1=[O:18])([C:6]([CH3:9])([CH3:8])[CH3:7])([CH3:5])[CH3:4], predict the reactants needed to synthesize it. The reactants are: [H-].[Na+].[Si:3]([O:10][CH:11]1[C:15]([CH3:17])([CH3:16])[CH2:14][NH:13][C:12]1=[O:18])([C:6]([CH3:9])([CH3:8])[CH3:7])([CH3:5])[CH3:4].Cl[C:20]([O:22][CH2:23][C:24]1[CH:29]=[CH:28][CH:27]=[CH:26][CH:25]=1)=[O:21].Cl. (2) Given the product [Cl:1][C:2]1[CH:3]=[C:4]([NH:5][CH2:15][C:14]2[CH:17]=[CH:18][C:19]([O:20][CH3:21])=[C:12]([O:11][CH3:10])[CH:13]=2)[CH:6]=[CH:7][C:8]=1[F:9], predict the reactants needed to synthesize it. The reactants are: [Cl:1][C:2]1[CH:3]=[C:4]([CH:6]=[CH:7][C:8]=1[F:9])[NH2:5].[CH3:10][O:11][C:12]1[CH:13]=[C:14]([CH:17]=[CH:18][C:19]=1[O:20][CH3:21])[CH:15]=O.C(O[BH-](OC(=O)C)OC(=O)C)(=O)C.[Na+]. (3) The reactants are: C(OP([CH2:9][C:10]([O:12][CH2:13][CH3:14])=[O:11])(OCC)=O)C.[H-].[Na+].[CH2:17]([O:21][C:22]1[CH:26]=[C:25]([CH:27]=O)[N:24]([CH2:29][C:30]2[CH:35]=[CH:34][C:33]([C:36]([F:39])([F:38])[F:37])=[CH:32][C:31]=2[Cl:40])[N:23]=1)[CH2:18][CH2:19][CH3:20].[Cl-].[NH4+]. Given the product [CH2:17]([O:21][C:22]1[CH:26]=[C:25](/[CH:27]=[CH:9]/[C:10]([O:12][CH2:13][CH3:14])=[O:11])[N:24]([CH2:29][C:30]2[CH:35]=[CH:34][C:33]([C:36]([F:39])([F:38])[F:37])=[CH:32][C:31]=2[Cl:40])[N:23]=1)[CH2:18][CH2:19][CH3:20], predict the reactants needed to synthesize it. (4) The reactants are: [Li]CCCC.CCCCCC.Br[C:13]1[CH:14]=[C:15]([CH:18]2[O:22]CCO2)[S:16][CH:17]=1.[CH3:23][C:24]([CH3:26])=[O:25]. Given the product [OH:25][C:24]([C:13]1[CH:14]=[C:15]([CH:18]=[O:22])[S:16][CH:17]=1)([CH3:26])[CH3:23], predict the reactants needed to synthesize it. (5) Given the product [C:1]1([C:7]2[N:11]([S:12]([C:15]3[CH:16]=[C:17]([CH:18]=[CH:19][CH:20]=3)[O:21][CH2:22][C:23]([N:25]([CH3:26])[CH3:27])=[O:24])(=[O:14])=[O:13])[CH:10]=[C:9]([CH2:28][NH:29][CH3:30])[CH:8]=2)[CH2:6][CH2:5][CH2:4][CH2:3][CH:2]=1, predict the reactants needed to synthesize it. The reactants are: [C:1]1([C:7]2[N:11]([S:12]([C:15]3[CH:20]=[CH:19][CH:18]=[C:17]([O:21][CH2:22][C:23]([N:25]([CH3:27])[CH3:26])=[O:24])[CH:16]=3)(=[O:14])=[O:13])[CH:10]=[C:9]([CH2:28][N:29](C)[C:30](=O)OC(C)(C)C)[CH:8]=2)[CH2:6][CH2:5][CH2:4][CH2:3][CH:2]=1.FC(F)(F)C(O)=O. (6) Given the product [CH3:27][C:10]1([CH3:28])[CH2:9][C:8]2[C:13](=[CH:14][CH:15]=[C:6]([C:4]([OH:5])=[O:3])[CH:7]=2)[NH:12][CH:11]1[C:16]1[CH:21]=[CH:20][CH:19]=[C:18]([N:22]([CH3:26])[C:23]([NH2:25])=[O:24])[CH:17]=1, predict the reactants needed to synthesize it. The reactants are: C([O:3][C:4]([C:6]1[CH:7]=[C:8]2[C:13](=[CH:14][CH:15]=1)[NH:12][CH:11]([C:16]1[CH:21]=[CH:20][CH:19]=[C:18]([N:22]([CH3:26])[C:23]([NH2:25])=[O:24])[CH:17]=1)[C:10]([CH3:28])([CH3:27])[CH2:9]2)=[O:5])C.Cl. (7) The reactants are: Br[C:2]1[CH:11]=[C:10]2[C:5]([N:6]=[CH:7][CH:8]=[N:9]2)=[C:4]([C:12]([NH:14][CH2:15][C:16]([O:18][CH2:19][CH3:20])=[O:17])=[O:13])[C:3]=1[OH:21].C([Sn](CCCC)(CCCC)[C:27]1[O:28][CH:29]=[CH:30][CH:31]=1)CCC. Given the product [O:28]1[CH:29]=[CH:30][CH:31]=[C:27]1[C:2]1[CH:11]=[C:10]2[C:5]([N:6]=[CH:7][CH:8]=[N:9]2)=[C:4]([C:12]([NH:14][CH2:15][C:16]([O:18][CH2:19][CH3:20])=[O:17])=[O:13])[C:3]=1[OH:21], predict the reactants needed to synthesize it.